From a dataset of Peptide-MHC class I binding affinity with 185,985 pairs from IEDB/IMGT. Regression. Given a peptide amino acid sequence and an MHC pseudo amino acid sequence, predict their binding affinity value. This is MHC class I binding data. (1) The peptide sequence is RTYSLLNRK. The MHC is HLA-A25:01 with pseudo-sequence HLA-A25:01. The binding affinity (normalized) is 0.0847. (2) The peptide sequence is RTSKAALER. The MHC is HLA-A68:01 with pseudo-sequence HLA-A68:01. The binding affinity (normalized) is 0.559. (3) The peptide sequence is KMYEYVFKG. The MHC is HLA-A02:12 with pseudo-sequence HLA-A02:12. The binding affinity (normalized) is 0.549. (4) The peptide sequence is ATQLSAVAK. The MHC is HLA-A03:01 with pseudo-sequence HLA-A03:01. The binding affinity (normalized) is 0.657. (5) The peptide sequence is VFTSRIQVI. The MHC is HLA-A02:03 with pseudo-sequence HLA-A02:03. The binding affinity (normalized) is 0.0847. (6) The peptide sequence is FTDNNELEF. The MHC is HLA-A11:01 with pseudo-sequence HLA-A11:01. The binding affinity (normalized) is 0.0847. (7) The binding affinity (normalized) is 0.859. The peptide sequence is TPVEIVVDM. The MHC is HLA-B35:01 with pseudo-sequence HLA-B35:01. (8) The peptide sequence is DGGEGGGNSSW. The MHC is Mamu-B52 with pseudo-sequence Mamu-B52. The binding affinity (normalized) is 0.309. (9) The peptide sequence is DTINTVLSKI. The MHC is HLA-A02:01 with pseudo-sequence HLA-A02:01. The binding affinity (normalized) is 0.